This data is from Catalyst prediction with 721,799 reactions and 888 catalyst types from USPTO. The task is: Predict which catalyst facilitates the given reaction. (1) Reactant: [CH3:1][C:2]1[C:6]([C:7]([OH:9])=O)=[C:5]([C:10]2[CH:15]=[CH:14][N:13]=[CH:12][CH:11]=2)[O:4][N:3]=1.[CH2:16]([C:23]1([OH:29])[CH2:28][CH2:27][NH:26][CH2:25][CH2:24]1)[C:17]1[CH:22]=[CH:21][CH:20]=[CH:19][CH:18]=1.CN(C(ON1N=NC2C=CC=NC1=2)=[N+](C)C)C.F[P-](F)(F)(F)(F)F.C(N(CC)CC)C. Product: [CH2:16]([C:23]1([OH:29])[CH2:28][CH2:27][N:26]([C:7]([C:6]2[C:2]([CH3:1])=[N:3][O:4][C:5]=2[C:10]2[CH:15]=[CH:14][N:13]=[CH:12][CH:11]=2)=[O:9])[CH2:25][CH2:24]1)[C:17]1[CH:18]=[CH:19][CH:20]=[CH:21][CH:22]=1. The catalyst class is: 18. (2) Reactant: [H-].[Na+].[CH2:3]([O:5][C:6]([C:8]1[NH:9][C:10]2[C:15]([CH:16]=1)=[CH:14][C:13]([Cl:17])=[CH:12][CH:11]=2)=[O:7])[CH3:4].Br[CH2:19][C:20]1[CH:25]=[C:24]([C:26]([CH3:29])([CH3:28])[CH3:27])[CH:23]=[CH:22][C:21]=1[O:30][CH3:31]. Product: [CH2:3]([O:5][C:6]([C:8]1[N:9]([CH2:19][C:20]2[CH:25]=[C:24]([C:26]([CH3:27])([CH3:29])[CH3:28])[CH:23]=[CH:22][C:21]=2[O:30][CH3:31])[C:10]2[C:15]([CH:16]=1)=[CH:14][C:13]([Cl:17])=[CH:12][CH:11]=2)=[O:7])[CH3:4]. The catalyst class is: 35. (3) Reactant: [NH2:1][C:2]1[C:3]([C:9]([NH:11][C:12]2[C:17]([N:18]3[CH2:23][CH2:22][CH:21]([NH2:24])[CH2:20][CH2:19]3)=[CH:16][CH:15]=[CH:14][N:13]=2)=[O:10])=[N:4][C:5](Br)=[CH:6][N:7]=1.[B:34]1([B:34]2[O:38][C:37]([CH3:40])([CH3:39])[C:36]([CH3:42])([CH3:41])[O:35]2)[O:38][C:37]([CH3:40])([CH3:39])[C:36]([CH3:42])([CH3:41])[O:35]1.C[C:44]([O-:46])=[O:45].[K+]. Product: [NH2:1][C:2]1[C:3]([C:9]([NH:11][C:12]2[C:17]([N:18]3[CH2:23][CH2:22][CH:21]([NH:24][C:44](=[O:45])[O:46][C:36]([CH3:42])([CH3:41])[CH3:37])[CH2:20][CH2:19]3)=[CH:16][CH:15]=[CH:14][N:13]=2)=[O:10])=[N:4][C:5]([B:34]2[O:35][C:36]([CH3:41])([CH3:42])[C:37]([CH3:39])([CH3:40])[O:38]2)=[CH:6][N:7]=1. The catalyst class is: 75. (4) Reactant: [N:1]1([CH2:7][C:8]2[CH:13]=[CH:12][C:11]([S:14][C:15]3[CH:23]=[CH:22][C:18]([C:19](O)=[O:20])=[CH:17][CH:16]=3)=[CH:10][CH:9]=2)[CH2:6][CH2:5][O:4][CH2:3][CH2:2]1.CN(C(ON1N=NC2C=CC=NC1=2)=[N+](C)C)C.F[P-](F)(F)(F)(F)F.CCN(C(C)C)C(C)C.[NH2:57][C@H:58]([C:62]([O:64][CH3:65])=[O:63])[C@@H:59]([CH3:61])[OH:60].Cl. Product: [CH3:65][O:64][C:62](=[O:63])[C@@H:58]([NH:57][C:19](=[O:20])[C:18]1[CH:17]=[CH:16][C:15]([S:14][C:11]2[CH:10]=[CH:9][C:8]([CH2:7][N:1]3[CH2:2][CH2:3][O:4][CH2:5][CH2:6]3)=[CH:13][CH:12]=2)=[CH:23][CH:22]=1)[C@H:59]([OH:60])[CH3:61]. The catalyst class is: 31. (5) Reactant: [Si:1]([O:18][CH2:19][C:20]1[CH:21]=[C:22]([CH:42]=[C:43]([Cl:45])[CH:44]=1)[CH2:23][N:24]1[C:28]2[CH:29]=[CH:30][C:31]3[N:32]([C:33]([CH3:36])=[N:34][N:35]=3)[C:27]=2[CH:26]=[C:25]1[C:37]1[NH:41][N:40]=[CH:39][CH:38]=1)([C:14]([CH3:17])([CH3:16])[CH3:15])([C:8]1[CH:13]=[CH:12][CH:11]=[CH:10][CH:9]=1)[C:2]1[CH:7]=[CH:6][CH:5]=[CH:4][CH:3]=1.[H-].[Na+].[CH3:48]I. Product: [Si:1]([O:18][CH2:19][C:20]1[CH:21]=[C:22]([CH:42]=[C:43]([Cl:45])[CH:44]=1)[CH2:23][N:24]1[C:28]2[CH:29]=[CH:30][C:31]3[N:32]([C:33]([CH3:36])=[N:34][N:35]=3)[C:27]=2[CH:26]=[C:25]1[C:37]1[CH:38]=[CH:39][N:40]([CH3:48])[N:41]=1)([C:14]([CH3:16])([CH3:15])[CH3:17])([C:2]1[CH:3]=[CH:4][CH:5]=[CH:6][CH:7]=1)[C:8]1[CH:13]=[CH:12][CH:11]=[CH:10][CH:9]=1. The catalyst class is: 3. (6) Product: [C:16]([O:19][C:20](=[O:21])[NH:12][C:11]1[CH:13]=[CH:14][C:8]([N:5]2[CH2:4][CH2:3][N:2]([CH3:1])[CH2:7][CH2:6]2)=[CH:9][CH:10]=1)([CH3:18])([CH3:17])[CH3:15]. The catalyst class is: 1. Reactant: [CH3:1][N:2]1[CH2:7][CH2:6][N:5]([C:8]2[CH:14]=[CH:13][C:11]([NH2:12])=[CH:10][CH:9]=2)[CH2:4][CH2:3]1.[CH3:15][C:16]([O:19][C:20](O[C:20]([O:19][C:16]([CH3:18])([CH3:17])[CH3:15])=[O:21])=[O:21])([CH3:18])[CH3:17]. (7) Reactant: [CH3:1][O:2][C:3](=[O:17])[C:4]1[CH:9]=[CH:8][CH:7]=[CH:6][C:5]=1[C:10](=[O:16])/[CH:11]=[CH:12]/[N:13](C)C.Cl.NO. Product: [CH3:1][O:2][C:3](=[O:17])[C:4]1[CH:9]=[CH:8][CH:7]=[CH:6][C:5]=1[C:10]1[O:16][N:13]=[CH:12][CH:11]=1. The catalyst class is: 5. (8) Reactant: [Br:1][C:2]1[CH:3]=[C:4]([Cl:26])[C:5]([C:8](=[N:23][O:24][CH3:25])[CH2:9][NH:10][C:11](=[O:22])[C:12]2[CH:17]=[CH:16][CH:15]=[CH:14][C:13]=2[C:18]([F:21])([F:20])[F:19])=[N:6][CH:7]=1. The catalyst class is: 10. Product: [Br:1][C:2]1[CH:3]=[C:4]([Cl:26])[C:5](/[C:8](=[N:23]\[O:24][CH3:25])/[CH2:9][NH:10][C:11](=[O:22])[C:12]2[CH:17]=[CH:16][CH:15]=[CH:14][C:13]=2[C:18]([F:20])([F:19])[F:21])=[N:6][CH:7]=1. (9) Reactant: [NH:1]1[C:9]2[C:4](=[CH:5][CH:6]=[C:7]([OH:10])[CH:8]=2)[CH:3]=[N:2]1.[Br:11][CH2:12][CH2:13][CH2:14]Br.C([O-])([O-])=O.[K+].[K+]. Product: [Br:11][CH2:12][CH2:13][CH2:14][O:10][C:7]1[CH:8]=[C:9]2[C:4]([CH:3]=[N:2][NH:1]2)=[CH:5][CH:6]=1. The catalyst class is: 14.